From a dataset of Human liver microsome stability data. Regression/Classification. Given a drug SMILES string, predict its absorption, distribution, metabolism, or excretion properties. Task type varies by dataset: regression for continuous measurements (e.g., permeability, clearance, half-life) or binary classification for categorical outcomes (e.g., BBB penetration, CYP inhibition). Dataset: hlm. (1) The compound is COC(=O)Nc1ccc(-c2cc([C@H](Cc3ccccc3)NC(=O)C=Cc3cc(Cl)ccc3-n3cnnn3)cnn2)cc1. The result is 1 (stable in human liver microsomes). (2) The compound is CCCC1Oc2ccc(-c3c(N)nc(N)nc3CC)cc2N(CCCOC)C1=O. The result is 0 (unstable in human liver microsomes). (3) The drug is CC1CCCCC1NC(=O)NCCCc1nnc(-c2ccccc2)n1C. The result is 0 (unstable in human liver microsomes). (4) The drug is CC(C)(C)c1ccc(NC(=O)N2CCCN(C(=O)c3ccc(C(F)(F)F)cc3)CC2)cc1. The result is 1 (stable in human liver microsomes). (5) The drug is COc1cccc2c(C(=O)N3C[C@@H]4CCCN4CC3(C)C)cn(CC3CCCCC3)c12. The result is 1 (stable in human liver microsomes). (6) The molecule is Cc1ccc2c(-c3ccc(Cl)cc3)c([C@H](OC(C)(C)C)C(=O)O)c(C)nc2c1. The result is 0 (unstable in human liver microsomes).